This data is from Full USPTO retrosynthesis dataset with 1.9M reactions from patents (1976-2016). The task is: Predict the reactants needed to synthesize the given product. Given the product [Cl:1][C:2]1[CH:3]=[C:4](/[C:12](=[N:16]\[O:17][CH:18]2[CH2:22][CH2:21][CH2:20][CH2:19]2)/[C:13]([NH:35][C:32]2[CH:33]=[CH:34][N:30]([CH2:29][C:25]3[CH:24]=[N:23][CH:28]=[CH:27][CH:26]=3)[N:31]=2)=[O:15])[CH:5]=[CH:6][C:7]=1[S:8]([CH3:11])(=[O:9])=[O:10], predict the reactants needed to synthesize it. The reactants are: [Cl:1][C:2]1[CH:3]=[C:4](/[C:12](=[N:16]\[O:17][CH:18]2[CH2:22][CH2:21][CH2:20][CH2:19]2)/[C:13]([OH:15])=O)[CH:5]=[CH:6][C:7]=1[S:8]([CH3:11])(=[O:10])=[O:9].[N:23]1[CH:28]=[CH:27][CH:26]=[C:25]([CH2:29][N:30]2[CH:34]=[CH:33][C:32]([NH2:35])=[N:31]2)[CH:24]=1.C(N(CC)C(C)C)(C)C.